From a dataset of Peptide-MHC class I binding affinity with 185,985 pairs from IEDB/IMGT. Regression. Given a peptide amino acid sequence and an MHC pseudo amino acid sequence, predict their binding affinity value. This is MHC class I binding data. (1) The peptide sequence is LYILFLVKM. The MHC is HLA-A23:01 with pseudo-sequence HLA-A23:01. The binding affinity (normalized) is 0.264. (2) The binding affinity (normalized) is 0.0847. The MHC is HLA-A01:01 with pseudo-sequence HLA-A01:01. The peptide sequence is YGIPFPGSL. (3) The peptide sequence is LLQQCKPVSL. The MHC is HLA-A01:01 with pseudo-sequence HLA-A01:01. The binding affinity (normalized) is 0. (4) The peptide sequence is VPRENATAF. The MHC is HLA-B39:01 with pseudo-sequence HLA-B39:01. The binding affinity (normalized) is 0.0847. (5) The peptide sequence is GPGHKARVL. The MHC is HLA-B44:03 with pseudo-sequence HLA-B44:03. The binding affinity (normalized) is 0.0904. (6) The peptide sequence is QAISPRTLNAW. The MHC is HLA-B54:01 with pseudo-sequence HLA-B54:01. The binding affinity (normalized) is 0.0277. (7) The peptide sequence is AEWVLAYMLF. The MHC is HLA-B40:01 with pseudo-sequence HLA-B40:01. The binding affinity (normalized) is 0.536. (8) The MHC is HLA-B27:05 with pseudo-sequence HLA-B27:05. The peptide sequence is YFTFDLTAL. The binding affinity (normalized) is 0.0847. (9) The peptide sequence is NSRHNAQHK. The MHC is HLA-A30:01 with pseudo-sequence HLA-A30:01. The binding affinity (normalized) is 0.733. (10) The MHC is HLA-A26:01 with pseudo-sequence HLA-A26:01. The peptide sequence is RTMPLSRFT. The binding affinity (normalized) is 0.0847.